Regression/Classification. Given a drug SMILES string, predict its toxicity properties. Task type varies by dataset: regression for continuous values (e.g., LD50, hERG inhibition percentage) or binary classification for toxic/non-toxic outcomes (e.g., AMES mutagenicity, cardiotoxicity, hepatotoxicity). Dataset: herg_karim. From a dataset of hERG potassium channel inhibition data for cardiac toxicity prediction from Karim et al.. (1) The drug is O=S(=O)(c1ccc(F)cc1)C1(F)CCN(CCc2ccc(F)cc2F)CC1. The result is 1 (blocker). (2) The compound is Fc1ccc(C(OCC[N+]2CC[N+](CCCc3ccccc3)CC2)c2ccc(F)cc2)cc1. The result is 1 (blocker). (3) The compound is NC(=O)c1cccc(O[C@@H]2C[C@@H]3CC[C@H](C2)N3Cc2ccccc2)c1. The result is 1 (blocker). (4) The drug is NCC1(COc2ccc3ncc(F)c(CCC45CCC(NCc6ccc7c(n6)NC(=O)CO7)(CC4)CO5)c3n2)CC1. The result is 1 (blocker). (5) The compound is CC(C)Cc1cc(C(F)(F)F)cc(COCC2(c3ccc(F)cc3)CCN(C)CC2)n1. The result is 0 (non-blocker). (6) The molecule is CCCc1nc(C)c2c(=O)nc(-c3cc(S(=O)(=O)N4CC[NH+](CC)CC4)ccc3OCC)[nH]n12. The result is 0 (non-blocker).